This data is from TCR-epitope binding with 47,182 pairs between 192 epitopes and 23,139 TCRs. The task is: Binary Classification. Given a T-cell receptor sequence (or CDR3 region) and an epitope sequence, predict whether binding occurs between them. (1) The epitope is KLWAQCVQL. The TCR CDR3 sequence is CASSQVQGNQPQHF. Result: 0 (the TCR does not bind to the epitope). (2) The epitope is ALSKGVHFV. The TCR CDR3 sequence is CASSSWTGQDEQFF. Result: 0 (the TCR does not bind to the epitope). (3) The epitope is MPASWVMRI. The TCR CDR3 sequence is CASSPGREGYNEQFF. Result: 0 (the TCR does not bind to the epitope). (4) Result: 1 (the TCR binds to the epitope). The TCR CDR3 sequence is CASSQWGTSQEETQYF. The epitope is AIMTRCLAV. (5) The TCR CDR3 sequence is CASSLGGPDTQYF. Result: 1 (the TCR binds to the epitope). The epitope is VLAWLYAAV. (6) The epitope is ISPRTLNAW. The TCR CDR3 sequence is CASSYGQGMKTQYF. Result: 1 (the TCR binds to the epitope). (7) The epitope is IVTDFSVIK. The TCR CDR3 sequence is CASRFSPGENTEAFF. Result: 1 (the TCR binds to the epitope). (8) The epitope is FLKEKGGL. The TCR CDR3 sequence is CASSVGTNQPQHF. Result: 0 (the TCR does not bind to the epitope). (9) The epitope is VLWAHGFEL. The TCR CDR3 sequence is CASSAGLAGTDTQYF. Result: 0 (the TCR does not bind to the epitope). (10) The epitope is GTHWFVTQR. The TCR CDR3 sequence is CASSNRQDQETQYF. Result: 1 (the TCR binds to the epitope).